The task is: Predict the reaction yield, written as a fraction of the theoretical maximum amount of product (1.0 means a 100% yield; for example, 0.34 means a 34% yield).. This data is from Reaction yield outcomes from USPTO patents with 853,638 reactions. (1) The reactants are [CH3:1][C:2]1[C:11]([N+:12]([O-])=O)=[CH:10][C:9]([C:15]([F:18])([F:17])[F:16])=[CH:8][C:3]=1[C:4]([O:6][CH3:7])=[O:5].C(O)C.[NH4+].[Cl-]. The catalyst is [Fe]. The product is [NH2:12][C:11]1[C:2]([CH3:1])=[C:3]([CH:8]=[C:9]([C:15]([F:16])([F:17])[F:18])[CH:10]=1)[C:4]([O:6][CH3:7])=[O:5]. The yield is 1.00. (2) The catalyst is C(O)(=O)C.Cl.[Pd]. The yield is 0.390. The product is [Cl:1][C:2]1[CH:3]=[CH:4][C:5]([NH2:19])=[C:6]([C:8]2[CH2:12][CH2:11][N:10]([C:13]3[CH:14]=[CH:15][CH:16]=[CH:17][CH:18]=3)[N:9]=2)[CH:7]=1. The reactants are [Cl:1][C:2]1[CH:3]=[CH:4][C:5]([N+:19]([O-])=O)=[C:6]([C:8]2[CH2:12][CH2:11][N:10]([C:13]3[CH:18]=[CH:17][CH:16]=[CH:15][CH:14]=3)[N:9]=2)[CH:7]=1. (3) The reactants are [N+:1]([C:4]1[CH:12]=[C:11]2[C:7]([C:8]([C:13]#[N:14])=[CH:9][NH:10]2)=[CH:6][CH:5]=1)([O-])=O. The catalyst is CCO.[Pd]. The product is [NH2:1][C:4]1[CH:12]=[C:11]2[C:7]([C:8]([C:13]#[N:14])=[CH:9][NH:10]2)=[CH:6][CH:5]=1. The yield is 0.980. (4) The reactants are [CH3:1][C:2]1([CH3:17])[CH2:11][C:10]([CH3:13])([CH3:12])[C:9]2[C:4](=[CH:5][CH:6]=[C:7]([C:14]([OH:16])=[O:15])[CH:8]=2)[O:3]1.C(OC1C=CC(O)=CC=1C(C)(C)C)(=O)C.[C:33]([O:37][C:38](=[O:47])[CH2:39][C:40]1[CH:45]=[CH:44][C:43](O)=[CH:42][CH:41]=1)([CH3:36])([CH3:35])[CH3:34].C(OCC)(=O)C. The catalyst is S(Cl)(Cl)=O.CCCCCC. The product is [C:33]([O:37][C:38]([CH2:39][C:40]1[CH:41]=[CH:42][C:43]([O:15][C:14]([C:7]2[CH:8]=[C:9]3[C:4](=[CH:5][CH:6]=2)[O:3][C:2]([CH3:17])([CH3:1])[CH2:11][C:10]3([CH3:12])[CH3:13])=[O:16])=[CH:44][CH:45]=1)=[O:47])([CH3:36])([CH3:34])[CH3:35]. The yield is 0.550. (5) The reactants are [CH:1]([C:3]1[CH:4]=[N:5][CH:6]=[CH:7][C:8]=1[NH:9]C(=O)C(C)(C)C)=[O:2]. The catalyst is Cl. The product is [NH2:9][C:8]1[C:3]([CH:1]=[O:2])=[CH:4][N:5]=[CH:6][CH:7]=1. The yield is 0.870.